This data is from Forward reaction prediction with 1.9M reactions from USPTO patents (1976-2016). The task is: Predict the product of the given reaction. Given the reactants Cl[C:2]1[CH:3]=[C:4]([F:9])[C:5]([F:8])=[N:6][CH:7]=1.[CH3:10][N:11]1[CH:15]=[C:14](B2OC(C)(C)C(C)(C)O2)[CH:13]=[N:12]1.P([O-])([O-])([O-])=O.[K+].[K+].[K+], predict the reaction product. The product is: [F:8][C:5]1[C:4]([F:9])=[CH:3][C:2]([C:14]2[CH:13]=[N:12][N:11]([CH3:10])[CH:15]=2)=[CH:7][N:6]=1.